Predict the reaction yield, written as a fraction of the theoretical maximum amount of product (1.0 means a 100% yield; for example, 0.34 means a 34% yield). From a dataset of Reaction yield outcomes from USPTO patents with 853,638 reactions. (1) The reactants are [CH3:1][C:2]1([CH3:9])[CH2:7][CH2:6][C:5](=[O:8])[CH:4]=[CH:3]1. The catalyst is [Pd]. The product is [CH3:1][C:2]1([CH3:9])[CH2:7][CH2:6][C:5](=[O:8])[CH2:4][CH2:3]1. The yield is 0.640. (2) The reactants are [C:1]([C:3]1[CH:4]=[C:5]([CH:9]=[CH:10][CH:11]=1)[C:6]([OH:8])=O)#[N:2].Cl.[CH3:13][C:14]1[C:18]([CH2:19][N:20]2[CH:24]=[C:23]([NH2:25])[CH:22]=[N:21]2)=[C:17]([CH3:26])[O:16][N:15]=1. No catalyst specified. The product is [C:1]([C:3]1[CH:4]=[C:5]([CH:9]=[CH:10][CH:11]=1)[C:6]([NH:25][C:23]1[CH:22]=[N:21][N:20]([CH2:19][C:18]2[C:14]([CH3:13])=[N:15][O:16][C:17]=2[CH3:26])[CH:24]=1)=[O:8])#[N:2]. The yield is 0.150. (3) The reactants are [NH2:1][C:2]1[N:7]=[C:6]([NH:8][C:9]2[CH:14]=[CH:13][C:12]([NH:15][C:16](=[O:26])[C:17]3[CH:22]=[CH:21][C:20]([N+:23]([O-])=O)=[CH:19][CH:18]=3)=[CH:11][CH:10]=2)[CH:5]=[C:4]([CH3:27])[N:3]=1.CCO.[ClH:31]. The catalyst is [Fe].O. The product is [ClH:31].[NH2:23][C:20]1[CH:21]=[CH:22][C:17]([C:16]([NH:15][C:12]2[CH:11]=[CH:10][C:9]([NH:8][C:6]3[CH:5]=[C:4]([CH3:27])[N:3]=[C:2]([NH2:1])[N:7]=3)=[CH:14][CH:13]=2)=[O:26])=[CH:18][CH:19]=1. The yield is 0.900. (4) The reactants are [C:1]([C:4]1[CH:14]=[C:13]([F:15])[CH:12]=[CH:11][C:5]=1[O:6][CH2:7]C(O)=O)(=O)[CH3:2].C([O-])(=O)C.[Na+].O. The catalyst is C(OC(=O)C)(=O)C. The product is [F:15][C:13]1[CH:12]=[CH:11][C:5]2[O:6][CH:7]=[C:1]([CH3:2])[C:4]=2[CH:14]=1. The yield is 0.810. (5) The reactants are COC(C1N(CC=O)C=C(C(=O)NCC2C=CC(F)=CC=2)C(=O)C=1OCC1C=CC=CC=1)=O.Cl.Cl.N[C@@H](C)CCNCC(C)C.[F:46][C:47]1[CH:52]=[CH:51][C:50]([CH2:53][NH:54][C:55]([C:57]2[C:58](=[O:85])[C:59]([O:77]CC3C=CC=CC=3)=[C:60]3[C:74](=[O:75])[N:64]4[C@@H:65]([CH3:73])[CH2:66][CH2:67][N:68]([CH2:69][CH:70]([CH3:72])[CH3:71])[C@@H:63]4[CH2:62][N:61]3[CH:76]=2)=[O:56])=[CH:49][CH:48]=1. No catalyst specified. The product is [F:46][C:47]1[CH:52]=[CH:51][C:50]([CH2:53][NH:54][C:55]([C:57]2[C:58](=[O:85])[C:59]([OH:77])=[C:60]3[C:74](=[O:75])[N:64]4[C@@H:65]([CH3:73])[CH2:66][CH2:67][N:68]([CH2:69][CH:70]([CH3:71])[CH3:72])[C@@H:63]4[CH2:62][N:61]3[CH:76]=2)=[O:56])=[CH:49][CH:48]=1. The yield is 0.680. (6) The reactants are Cl[C:2]1[N:7]=[C:6]([N:8]2[CH2:13][CH2:12][O:11][CH2:10][CH2:9]2)[N:5]=[C:4]([N:14]2[C:18]3[CH:19]=[CH:20][CH:21]=[C:22]([O:23][CH3:24])[C:17]=3[N:16]=[C:15]2[CH:25]([F:27])[F:26])[N:3]=1.[NH2:28][C@H:29]1[CH2:34][CH2:33][C@H:32]([NH:35][C:36](=[O:42])[O:37][C:38]([CH3:41])([CH3:40])[CH3:39])[CH2:31][CH2:30]1. No catalyst specified. The product is [F:26][CH:25]([F:27])[C:15]1[N:14]([C:4]2[N:5]=[C:6]([N:8]3[CH2:13][CH2:12][O:11][CH2:10][CH2:9]3)[N:7]=[C:2]([NH:28][C@H:29]3[CH2:34][CH2:33][C@H:32]([NH:35][C:36](=[O:42])[O:37][C:38]([CH3:40])([CH3:39])[CH3:41])[CH2:31][CH2:30]3)[N:3]=2)[C:18]2[CH:19]=[CH:20][CH:21]=[C:22]([O:23][CH3:24])[C:17]=2[N:16]=1. The yield is 0.880. (7) The reactants are C[Al](C)C.[F:5][C:6]([F:10])([F:9])[CH2:7][NH2:8].C[O:12][C:13](=O)[C:14]1[CH:19]=[CH:18][C:17]([O:20][CH2:21][C:22]2[C:23]([C:28]3[CH:33]=[CH:32][C:31]([F:34])=[C:30]([F:35])[CH:29]=3)=[N:24][O:25][C:26]=2[CH3:27])=[N:16][CH:15]=1.O. The catalyst is O1CCOCC1. The product is [F:35][C:30]1[CH:29]=[C:28]([C:23]2[C:22]([CH2:21][O:20][C:17]3[CH:18]=[CH:19][C:14]([C:13]([NH:8][CH2:7][C:6]([F:10])([F:9])[F:5])=[O:12])=[CH:15][N:16]=3)=[C:26]([CH3:27])[O:25][N:24]=2)[CH:33]=[CH:32][C:31]=1[F:34]. The yield is 0.630. (8) The reactants are [CH3:1][O:2][C:3]1[CH:12]=[CH:11][C:6]([CH:7]=[CH:8][CH:9]=[O:10])=[CH:5][CH:4]=1.C(C1C(=O)C(Cl)=C(Cl)[C:17](=[O:18])C=1C#N)#N.CO. The catalyst is C1(C)C=CC=CC=1. The product is [CH3:1][O:2][C:3]1[CH:12]=[CH:11][C:6]([CH:7]=[CH:8][C:9]([O:18][CH3:17])=[O:10])=[CH:5][CH:4]=1. The yield is 0.910. (9) The yield is 0.800. The reactants are [C:1]([C:5]1[CH:6]=[C:7]2[C:11](=[CH:12][CH:13]=1)[C@H:10]([NH2:14])[CH2:9][CH2:8]2)([CH3:4])([CH3:3])[CH3:2].[C:15]1([CH3:25])[CH:20]=[CH:19][C:18]([S:21]([OH:24])(=[O:23])=[O:22])=[CH:17][CH:16]=1. The product is [S:21]([C:18]1[CH:19]=[CH:20][C:15]([CH3:25])=[CH:16][CH:17]=1)([OH:24])(=[O:23])=[O:22].[C:1]([C:5]1[CH:6]=[C:7]2[C:11](=[CH:12][CH:13]=1)[C@H:10]([NH2:14])[CH2:9][CH2:8]2)([CH3:4])([CH3:2])[CH3:3]. The catalyst is CO.